From a dataset of Forward reaction prediction with 1.9M reactions from USPTO patents (1976-2016). Predict the product of the given reaction. (1) Given the reactants [OH:1][CH:2]([C:12]([O:14][CH3:15])=[O:13])[C:3]1[CH:11]=[CH:10][C:6]([C:7]([OH:9])=O)=[CH:5][CH:4]=1.CCN=C=NCCCN(C)C.C1C=CC2N(O)N=NC=2C=1.[C:37]([O:41][C:42](=[O:56])[NH:43][C:44]1[CH:49]=[CH:48][C:47]([C:50]2[S:51][CH:52]=[CH:53][CH:54]=2)=[CH:46][C:45]=1[NH2:55])([CH3:40])([CH3:39])[CH3:38], predict the reaction product. The product is: [CH3:15][O:14][C:12](=[O:13])[CH:2]([C:3]1[CH:4]=[CH:5][C:6]([C:7](=[O:9])[NH:55][C:45]2[CH:46]=[C:47]([C:50]3[S:51][CH:52]=[CH:53][CH:54]=3)[CH:48]=[CH:49][C:44]=2[NH:43][C:42]([O:41][C:37]([CH3:40])([CH3:39])[CH3:38])=[O:56])=[CH:10][CH:11]=1)[OH:1]. (2) The product is: [F:28][CH:27]([F:29])[C:22]1[CH:21]=[C:20]([B:10]2[O:11][C:12]([CH3:17])([CH3:18])[C:13]([CH3:15])([CH3:16])[O:14]2)[CH:25]=[C:24]([F:26])[CH:23]=1. Given the reactants [B:10]1([B:10]2[O:14][C:13]([CH3:16])([CH3:15])[C:12]([CH3:18])([CH3:17])[O:11]2)[O:14][C:13]([CH3:16])([CH3:15])[C:12]([CH3:18])([CH3:17])[O:11]1.Br[C:20]1[CH:25]=[C:24]([F:26])[CH:23]=[C:22]([CH:27]([F:29])[F:28])[CH:21]=1.C([O-])(=O)C.[K+], predict the reaction product. (3) Given the reactants [O:1]1[C:5]2([CH:10]=[CH:9][C:8](=[O:11])[CH:7]=[CH:6]2)[O:4][CH2:3][CH2:2]1.C(N(CC)C(C)C)(C)C.[H][H], predict the reaction product. The product is: [O:1]1[C:5]2([CH2:6][CH2:7][C:8](=[O:11])[CH2:9][CH2:10]2)[O:4][CH2:3][CH2:2]1.